Dataset: Full USPTO retrosynthesis dataset with 1.9M reactions from patents (1976-2016). Task: Predict the reactants needed to synthesize the given product. (1) Given the product [CH2:1]([C:5]1[C:9](/[CH:10]=[CH:11]/[C:12]2[S:13][C:14]([C:18]([N:22]3[CH2:27][CH2:26][O:25][CH2:24][CH2:23]3)=[O:20])=[C:15]([CH3:17])[N:16]=2)=[C:8]([CH3:21])[O:7][N:6]=1)[CH2:2][CH2:3][CH3:4], predict the reactants needed to synthesize it. The reactants are: [CH2:1]([C:5]1[C:9](/[CH:10]=[CH:11]/[C:12]2[S:13][C:14]([C:18]([OH:20])=O)=[C:15]([CH3:17])[N:16]=2)=[C:8]([CH3:21])[O:7][N:6]=1)[CH2:2][CH2:3][CH3:4].[NH:22]1[CH2:27][CH2:26][O:25][CH2:24][CH2:23]1. (2) Given the product [O:19]1[C:20]2[C:12]([C:2]([CH3:1])([CH3:11])[CH2:3][C:4]([OH:5])([C:7]([F:10])([F:9])[F:8])[CH2:6][NH:21][C:22]3[N:27]=[C:26]([CH2:28][CH3:29])[N:25]=[C:24]4[N:30]([C:33]5[CH:34]=[C:35]([CH:40]=[CH:41][CH:42]=5)[C:36]([O:38][CH3:39])=[O:37])[N:31]=[CH:32][C:23]=34)=[CH:13][CH:14]=[CH:15][C:16]=2[CH2:17][CH2:18]1, predict the reactants needed to synthesize it. The reactants are: [CH3:1][C:2]([C:12]1[C:20]2[O:19][CH2:18][CH2:17][C:16]=2[CH:15]=[CH:14][CH:13]=1)([CH3:11])[CH2:3][C:4]1([C:7]([F:10])([F:9])[F:8])[CH2:6][O:5]1.[NH2:21][C:22]1[N:27]=[C:26]([CH2:28][CH3:29])[N:25]=[C:24]2[N:30]([C:33]3[CH:34]=[C:35]([CH:40]=[CH:41][CH:42]=3)[C:36]([O:38][CH3:39])=[O:37])[N:31]=[CH:32][C:23]=12. (3) Given the product [NH2:10][C:9]1[NH:13][N:12]=[C:3]([S:2][CH3:1])[C:6]=1[C:7]#[N:8], predict the reactants needed to synthesize it. The reactants are: [CH3:1][S:2][C:3](=[C:6]([C:9]#[N:10])[C:7]#[N:8])SC.O.[NH2:12][NH2:13].O. (4) Given the product [CH3:1][O:2][C:3](=[O:19])[C:4]1[C:9]([CH2:10][N:32]([CH2:31][C:30]([O:29][CH3:28])=[O:43])[S:33]([C:36]2[CH:37]=[CH:38][C:39]([CH3:42])=[CH:40][CH:41]=2)(=[O:35])=[O:34])=[CH:8][CH:7]=[CH:6][C:5]=1[O:11][C:12]1[CH:13]=[CH:14][C:15]([F:18])=[CH:16][CH:17]=1, predict the reactants needed to synthesize it. The reactants are: [CH3:1][O:2][C:3](=[O:19])[C:4]1[C:9]([CH3:10])=[CH:8][CH:7]=[CH:6][C:5]=1[O:11][C:12]1[CH:17]=[CH:16][C:15]([F:18])=[CH:14][CH:13]=1.BrN1C(=O)CCC1=O.[CH3:28][O:29][C:30](=[O:43])[CH2:31][NH:32][S:33]([C:36]1[CH:41]=[CH:40][C:39]([CH3:42])=[CH:38][CH:37]=1)(=[O:35])=[O:34]. (5) The reactants are: Br[CH2:2][C:3](=O)[CH2:4][CH2:5][CH2:6][CH2:7][CH2:8][CH2:9][CH2:10][CH2:11][CH2:12][CH2:13][CH3:14].[O:16]1CCO[CH:17]1[C:21]1[CH:26]=[CH:25][C:24]([C:27](=[S:29])[NH2:28])=[CH:23][CH:22]=1. Given the product [CH2:4]([C:3]1[N:28]=[C:27]([C:24]2[CH:25]=[CH:26][C:21]([CH:17]=[O:16])=[CH:22][CH:23]=2)[S:29][CH:2]=1)[CH2:5][CH2:6][CH2:7][CH2:8][CH2:9][CH2:10][CH2:11][CH2:12][CH2:13][CH3:14], predict the reactants needed to synthesize it. (6) Given the product [CH:1]1([N:4]2[C:8]3[C:9]([O:25][C@@H:26]([C@H:28]4[CH2:32][NH:31][C:30](=[O:33])[CH2:29]4)[CH3:27])=[N:10][C:11]([C:13]4[CH:18]=[CH:17][C:16]([N:19]5[CH2:24][CH2:23][N:22]([CH2:47][C:48]([F:51])([F:50])[F:49])[CH2:21][CH2:20]5)=[CH:15][CH:14]=4)=[CH:12][C:7]=3[N:6]=[CH:5]2)[CH2:2][CH2:3]1.[F:49][C:48]([F:51])([F:50])[C:47]([OH:25])=[O:46], predict the reactants needed to synthesize it. The reactants are: [CH:1]1([N:4]2[C:8]3[C:9]([O:25][C@@H:26]([C@H:28]4[CH2:32][NH:31][C:30](=[O:33])[CH2:29]4)[CH3:27])=[N:10][C:11]([C:13]4[CH:18]=[CH:17][C:16]([N:19]5[CH2:24][CH2:23][NH:22][CH2:21][CH2:20]5)=[CH:15][CH:14]=4)=[CH:12][C:7]=3[N:6]=[CH:5]2)[CH2:3][CH2:2]1.C(N(CC)CC)C.FC(F)(F)S([O:46][CH2:47][C:48]([F:51])([F:50])[F:49])(=O)=O. (7) Given the product [N:48]([CH2:2][CH:3]1[CH2:8][CH2:7][C:6]2[C:9]3[C:14]([NH:15][C:16]4[CH:25]=[CH:24][C:19]5[NH:20][C:21](=[O:23])[S:22][C:18]=5[CH:17]=4)=[N:13][CH:12]=[N:11][C:10]=3[S:26][C:5]=2[CH2:4]1)=[N+:49]=[N-:50], predict the reactants needed to synthesize it. The reactants are: O[CH2:2][CH:3]1[CH2:8][CH2:7][C:6]2[C:9]3[C:14]([NH:15][C:16]4[CH:25]=[CH:24][C:19]5[NH:20][C:21](=[O:23])[S:22][C:18]=5[CH:17]=4)=[N:13][CH:12]=[N:11][C:10]=3[S:26][C:5]=2[CH2:4]1.O1CCCC1.P([N:48]=[N+:49]=[N-:50])(=O)(OC1C=CC=CC=1)OC1C=CC=CC=1.N1CCCN2CCCCCC=12.